Dataset: Full USPTO retrosynthesis dataset with 1.9M reactions from patents (1976-2016). Task: Predict the reactants needed to synthesize the given product. (1) The reactants are: [N:1]([C:4]1[CH:9]=[CH:8][C:7]([Cl:10])=[CH:6][C:5]=1[C:11]1[CH:19]=[C:18]2[N:14]([C@H:15]([C:20]([O:22][CH2:23][CH3:24])=[O:21])[CH2:16][CH2:17]2)[C:13](=[O:25])[CH:12]=1)=[N+:2]=[N-:3].[CH2:26]([Sn:30]([CH2:37][CH2:38][CH2:39][CH3:40])([CH2:33][CH2:34][CH2:35][CH3:36])[C:31]#[CH:32])[CH2:27][CH2:28][CH3:29]. Given the product [Cl:10][C:7]1[CH:8]=[CH:9][C:4]([N:1]2[CH:32]=[C:31]([Sn:30]([CH2:26][CH2:27][CH2:28][CH3:29])([CH2:37][CH2:38][CH2:39][CH3:40])[CH2:33][CH2:34][CH2:35][CH3:36])[N:3]=[N:2]2)=[C:5]([C:11]2[CH:19]=[C:18]3[N:14]([C@H:15]([C:20]([O:22][CH2:23][CH3:24])=[O:21])[CH2:16][CH2:17]3)[C:13](=[O:25])[CH:12]=2)[CH:6]=1, predict the reactants needed to synthesize it. (2) The reactants are: [F:1][C:2]1[CH:3]=[C:4]2[C:8](=[CH:9][CH:10]=1)[NH:7][CH:6]=[C:5]2[CH2:11][CH2:12][NH2:13].[C:14]1([C:23]2[CH:28]=[CH:27][CH:26]=[CH:25][CH:24]=2)[CH:19]=[CH:18][C:17]([C:20](Cl)=[O:21])=[CH:16][CH:15]=1.C(N(CC)CC)C. Given the product [F:1][C:2]1[CH:3]=[C:4]2[C:8](=[CH:9][CH:10]=1)[NH:7][CH:6]=[C:5]2[CH2:11][CH2:12][NH:13][C:20]([C:17]1[CH:18]=[CH:19][C:14]([C:23]2[CH:24]=[CH:25][CH:26]=[CH:27][CH:28]=2)=[CH:15][CH:16]=1)=[O:21], predict the reactants needed to synthesize it. (3) Given the product [C:42]([OH:55])(=[O:54])[CH:43]=[CH2:44].[NH2:22][C:23]([O:15][CH2:1][CH3:2])=[O:24], predict the reactants needed to synthesize it. The reactants are: [CH2:1]([OH:15])[CH2:2]CCCCCCCCCCCC.C(N=C=O)CCCCC[N:22]=[C:23]=[O:24].C1C=C(CN=C=O)C=C(CN=C=O)C=1.[C:42]([O-:55])(=[O:54])[CH2:43][CH2:44]CCCCCCCCC.C([Sn+2]CCCC)CCC.[C:42]([O-:55])(=[O:54])[CH2:43][CH2:44]CCCCCCCCC.COC1C=CC(O)=CC=1. (4) Given the product [Cl:8][C:6]1[CH:7]=[C:2]([NH:26][C:23]2[CH:22]=[CH:21][C:20]([N:19]3[C@H:14]4[CH2:15][CH2:16][C@@H:17]3[CH2:18][N:12]([CH3:11])[CH2:13]4)=[CH:25][N:24]=2)[C:3](=[O:10])[N:4]([CH3:9])[N:5]=1, predict the reactants needed to synthesize it. The reactants are: Br[C:2]1[C:3](=[O:10])[N:4]([CH3:9])[N:5]=[C:6]([Cl:8])[CH:7]=1.[CH3:11][N:12]1[CH2:18][CH:17]2[N:19]([C:20]3[CH:21]=[CH:22][C:23]([NH2:26])=[N:24][CH:25]=3)[CH:14]([CH2:15][CH2:16]2)[CH2:13]1.CC1(C)C2C(=C(P(C3C=CC=CC=3)C3C=CC=CC=3)C=CC=2)OC2C(P(C3C=CC=CC=3)C3C=CC=CC=3)=CC=CC1=2.C(=O)([O-])[O-].[Cs+].[Cs+]. (5) Given the product [Cl:25][C:24]1[C:19]([C:18]2[C:13]([CH:4]([C:3]([O:10][CH3:11])=[O:9])[C:5]([O:7][CH3:8])=[O:6])=[N:14][C:15]3[N:16]([N:33]=[CH:34][N:35]=3)[C:17]=2[N:26]2[CH2:31][CH2:30][CH:29]([CH3:32])[CH2:28][CH2:27]2)=[N:20][CH:21]=[N:22][CH:23]=1, predict the reactants needed to synthesize it. The reactants are: [H-].[Na+].[C:3]([O:10][CH3:11])(=[O:9])[CH2:4][C:5]([O:7][CH3:8])=[O:6].Cl[C:13]1[C:18]([C:19]2[C:24]([Cl:25])=[CH:23][N:22]=[CH:21][N:20]=2)=[C:17]([N:26]2[CH2:31][CH2:30][CH:29]([CH3:32])[CH2:28][CH2:27]2)[N:16]2[N:33]=[CH:34][N:35]=[C:15]2[N:14]=1.